From a dataset of Reaction yield outcomes from USPTO patents with 853,638 reactions. Predict the reaction yield, written as a fraction of the theoretical maximum amount of product (1.0 means a 100% yield; for example, 0.34 means a 34% yield). (1) The reactants are [NH2:1][C@:2]12[CH2:37][CH2:36][C@@H:35]([C:38]([CH3:40])=[CH2:39])[C@@H:3]1[C@@H:4]1[C@@:17]([CH3:20])([CH2:18][CH2:19]2)[C@@:16]2([CH3:21])[C@@H:7]([C@:8]3([CH3:34])[C@@H:13]([CH2:14][CH2:15]2)[C:12]([CH3:23])([CH3:22])[C:11]([C:24]2[CH:33]=[CH:32][C:27]([C:28]([O:30][CH3:31])=[O:29])=[CH:26][CH:25]=2)=[CH:10][CH2:9]3)[CH2:6][CH2:5]1.C(N(CC)C(C)C)(C)C.CN(C(ON1N=NC2C=CC=NC1=2)=[N+](C)C)C.F[P-](F)(F)(F)(F)F.[C:74]([O:78][C:79]([NH:81][C:82]1([C:85](O)=[O:86])[CH2:84][CH2:83]1)=[O:80])([CH3:77])([CH3:76])[CH3:75]. The catalyst is C(Cl)Cl. The product is [C:74]([O:78][C:79]([NH:81][C:82]1([C:85]([NH:1][C@:2]23[CH2:37][CH2:36][C@@H:35]([C:38]([CH3:40])=[CH2:39])[C@@H:3]2[C@@H:4]2[C@@:17]([CH3:20])([CH2:18][CH2:19]3)[C@@:16]3([CH3:21])[C@@H:7]([C@:8]4([CH3:34])[C@@H:13]([CH2:14][CH2:15]3)[C:12]([CH3:22])([CH3:23])[C:11]([C:24]3[CH:25]=[CH:26][C:27]([C:28]([O:30][CH3:31])=[O:29])=[CH:32][CH:33]=3)=[CH:10][CH2:9]4)[CH2:6][CH2:5]2)=[O:86])[CH2:84][CH2:83]1)=[O:80])([CH3:77])([CH3:76])[CH3:75]. The yield is 0.556. (2) The reactants are [Cl:1][C:2]1[CH:3]=[C:4]([CH:9]=[CH:10][C:11]=1[CH2:12][CH3:13])[C:5](OC)=[O:6].[H-].[H-].[H-].[H-].[Li+].[Al+3].O.[OH-].[Na+]. The catalyst is C1COCC1. The product is [Cl:1][C:2]1[CH:3]=[C:4]([CH2:5][OH:6])[CH:9]=[CH:10][C:11]=1[CH2:12][CH3:13]. The yield is 0.980. (3) The reactants are [C:1]([O:5][C:6]([NH:8][C:9]1[O:17][C:16]2[C:11](=[N:12][CH:13]=[C:14]([C:18]3[CH2:19][CH2:20][O:21][CH2:22][CH:23]=3)[CH:15]=2)[C:10]=1[C:24]([O:26][CH2:27][CH3:28])=[O:25])=[O:7])([CH3:4])([CH3:3])[CH3:2]. The catalyst is CO.[Pd]. The product is [C:1]([O:5][C:6]([NH:8][C:9]1[O:17][C:16]2[C:11](=[N:12][CH:13]=[C:14]([CH:18]3[CH2:19][CH2:20][O:21][CH2:22][CH2:23]3)[CH:15]=2)[C:10]=1[C:24]([O:26][CH2:27][CH3:28])=[O:25])=[O:7])([CH3:4])([CH3:3])[CH3:2]. The yield is 0.900. (4) The reactants are [CH3:1][O:2][C:3](=[O:27])[C:4]1[C:5](=[C:10]([CH3:26])[C:11]([O:18][S:19]([C:22]([F:25])([F:24])[F:23])(=[O:21])=[O:20])=[CH:12][C:13]=1[O:14]CC=C)[C:6]([O:8][CH3:9])=[O:7].C(NCC)C. The catalyst is C1(C)C=CC=CC=1. The product is [CH3:1][O:2][C:3](=[O:27])[C:4]1[C:5](=[C:10]([CH3:26])[C:11]([O:18][S:19]([C:22]([F:23])([F:25])[F:24])(=[O:21])=[O:20])=[CH:12][C:13]=1[OH:14])[C:6]([O:8][CH3:9])=[O:7]. The yield is 0.550. (5) The reactants are [OH:1][C:2]1[CH:3]=[C:4]([CH2:9][C@H:10]([NH:22]C(OC(C)(C)C)=O)[C:11]([O:13][C@H:14]([CH3:21])[C@H:15]([O:17][C:18](=[O:20])[CH3:19])[CH3:16])=[O:12])[CH:5]=[CH:6][C:7]=1[OH:8].[ClH:30]. The catalyst is O1CCOCC1. The product is [ClH:30].[NH2:22][C@@H:10]([CH2:9][C:4]1[CH:5]=[CH:6][C:7]([OH:8])=[C:2]([OH:1])[CH:3]=1)[C:11]([O:13][C@H:14]([CH3:21])[C@H:15]([O:17][C:18](=[O:20])[CH3:19])[CH3:16])=[O:12]. The yield is 0.530. (6) The reactants are [CH3:1][O:2][C:3]1[CH:4]=[C:5]2[C:10](=[CH:11][CH:12]=1)[C:9]([C:13](=[O:29])[C:14]1[CH:19]=[CH:18][C:17]([O:20][CH2:21][CH2:22][N:23]3[CH2:28][CH2:27][CH2:26][CH2:25][CH2:24]3)=[CH:16][CH:15]=1)=[C:8](OS(C(F)(F)F)(=O)=O)[CH:7]=[CH:6]2.[F:38][C:39]1[CH:44]=[C:43]([F:45])[CH:42]=[CH:41][C:40]=1B(O)O.C(=O)([O-])[O-].[Na+].[Na+].C1(P(C2C=CC=CC=2)C2C=CC=CC=2)C=CC=CC=1.C(=O)(O)[O-].[Na+]. The catalyst is C(COC)OC.C([O-])(=O)C.[Pd+2].C([O-])(=O)C. The product is [F:38][C:39]1[CH:44]=[C:43]([F:45])[CH:42]=[CH:41][C:40]=1[C:8]1[CH:7]=[CH:6][C:5]2[C:10](=[CH:11][CH:12]=[C:3]([O:2][CH3:1])[CH:4]=2)[C:9]=1[C:13]([C:14]1[CH:19]=[CH:18][C:17]([O:20][CH2:21][CH2:22][N:23]2[CH2:28][CH2:27][CH2:26][CH2:25][CH2:24]2)=[CH:16][CH:15]=1)=[O:29]. The yield is 0.930. (7) The reactants are C[O:2][C:3](=[O:36])[CH:4]([N:31]1[CH:35]=[CH:34][CH:33]=[CH:32]1)[CH2:5][C:6]1[C:15]2[C:10](=[C:11]([CH2:16][CH2:17][CH2:18][C:19]3[N:20]=[C:21]([C:25]4[CH:30]=[CH:29][CH:28]=[CH:27][CH:26]=4)[O:22][C:23]=3[CH3:24])[CH:12]=[CH:13][CH:14]=2)[CH:9]=[CH:8][CH:7]=1.[Li+].[OH-]. The catalyst is CO.O. The product is [CH3:24][C:23]1[O:22][C:21]([C:25]2[CH:30]=[CH:29][CH:28]=[CH:27][CH:26]=2)=[N:20][C:19]=1[CH2:18][CH2:17][CH2:16][C:11]1[CH:12]=[CH:13][CH:14]=[C:15]2[C:10]=1[CH:9]=[CH:8][CH:7]=[C:6]2[CH2:5][CH:4]([N:31]1[CH:35]=[CH:34][CH:33]=[CH:32]1)[C:3]([OH:36])=[O:2]. The yield is 0.560.